This data is from Reaction yield outcomes from USPTO patents with 853,638 reactions. The task is: Predict the reaction yield, written as a fraction of the theoretical maximum amount of product (1.0 means a 100% yield; for example, 0.34 means a 34% yield). (1) The reactants are [Cl:1][C:2]1[CH:7]=[CH:6][C:5]([N:8]2[CH2:13][CH2:12][N:11]([CH2:14][CH2:15][CH2:16][C:17]([N:19]3[CH2:26][CH2:25][C:22]4([CH2:24][CH2:23]4)[C@H:21]([OH:27])[CH2:20]3)=[O:18])[C:10](=[O:28])[C@@H:9]2[CH3:29])=[CH:4][C:3]=1[O:30][C:31]([F:34])([F:33])[F:32].CCO. The catalyst is CCCCCCC. The product is [Cl:1][C:2]1[CH:7]=[CH:6][C:5]([N:8]2[CH2:13][CH2:12][N:11]([CH2:14][CH2:15][CH2:16][C:17]([N:19]3[CH2:26][CH2:25][C:22]4([CH2:24][CH2:23]4)[C@H:21]([OH:27])[CH2:20]3)=[O:18])[C:10](=[O:28])[C@H:9]2[CH3:29])=[CH:4][C:3]=1[O:30][C:31]([F:32])([F:33])[F:34]. The yield is 0.250. (2) The reactants are [Cl:1][C:2]1[CH:17]=[CH:16][C:15]([Cl:18])=[CH:14][C:3]=1[O:4][C:5]1[C:10]([C:11]([OH:13])=O)=[CH:9][N:8]=[CH:7][N:6]=1.[I-].ClC1C=CC=C[N+]=1C.C(N(CC)CC)C.[NH:35]1[C:44]2[C:39](=[CH:40][CH:41]=[CH:42][CH:43]=2)[CH2:38][CH2:37][CH2:36]1.C(=O)(O)[O-].[Na+]. The catalyst is ClCCl. The product is [Cl:1][C:2]1[CH:17]=[CH:16][C:15]([Cl:18])=[CH:14][C:3]=1[O:4][C:5]1[C:10]([C:11]([N:35]2[C:44]3[C:39](=[CH:40][CH:41]=[CH:42][CH:43]=3)[CH2:38][CH2:37][CH2:36]2)=[O:13])=[CH:9][N:8]=[CH:7][N:6]=1. The yield is 0.0200. (3) The reactants are [CH3:1][N:2]1[CH:6]=[C:5]([C:7]2[C:12]3[C:13](=[O:16])[NH:14][CH2:15][C:11]=3[CH:10]=[C:9]([NH:17][C@@H:18]3[CH2:23][CH2:22][CH2:21][CH2:20][C@@H:19]3[NH:24][C:25](=[O:31])[O:26][C:27]([CH3:30])([CH3:29])[CH3:28])[N:8]=2)[CH:4]=[N:3]1.[Br:32]N1C(=O)CCC1=O. The catalyst is C(Cl)Cl. The product is [Br:32][C:10]1[C:11]2[CH2:15][NH:14][C:13](=[O:16])[C:12]=2[C:7]([C:5]2[CH:4]=[N:3][N:2]([CH3:1])[CH:6]=2)=[N:8][C:9]=1[NH:17][C@@H:18]1[CH2:23][CH2:22][CH2:21][CH2:20][C@@H:19]1[NH:24][C:25](=[O:31])[O:26][C:27]([CH3:28])([CH3:30])[CH3:29]. The yield is 0.930. (4) The product is [NH2:6][C@@H:5]([C:1]([CH3:4])([CH3:3])[CH3:2])[C:9]([N:13]1[CH2:16][CH2:15][CH2:14]1)=[O:10]. The reactants are [C:1]([C@H:5]1[C:9](=[O:10])OC(=O)[NH:6]1)([CH3:4])([CH3:3])[CH3:2].Cl.[NH:13]1[CH2:16][CH2:15][CH2:14]1. The yield is 0.990. The catalyst is C(O)C. (5) The reactants are C[O:2][C:3](=[O:23])[C:4]1[CH:9]=[CH:8][CH:7]=[C:6]([CH2:10][N:11]2[C:16](=[O:17])[CH:15]=[CH:14][C:13]([C:18]3[CH:19]=[N:20][NH:21][CH:22]=3)=[N:12]2)[CH:5]=1.[H-].[Na+].[C:26]([NH:33][CH2:34][CH2:35]Br)([O:28][C:29]([CH3:32])([CH3:31])[CH3:30])=[O:27].C(O)(=O)CC(CC(O)=O)(C(O)=O)O.O.[OH-].[Li+]. The catalyst is CN(C=O)C.C1COCC1.O. The product is [C:29]([O:28][C:26]([NH:33][CH2:34][CH2:35][N:20]1[CH:19]=[C:18]([C:13]2[CH:14]=[CH:15][C:16](=[O:17])[N:11]([CH2:10][C:6]3[CH:5]=[C:4]([CH:9]=[CH:8][CH:7]=3)[C:3]([OH:2])=[O:23])[N:12]=2)[CH:22]=[N:21]1)=[O:27])([CH3:32])([CH3:31])[CH3:30]. The yield is 1.00.